This data is from Full USPTO retrosynthesis dataset with 1.9M reactions from patents (1976-2016). The task is: Predict the reactants needed to synthesize the given product. (1) Given the product [Cl:17][C:18]1[C:19]([C:35]#[N:36])=[C:20]([CH:32]=[CH:33][CH:34]=1)[O:21][C:22]1[CH:23]=[CH:24][C:25]([S:28]([NH:8][C:5]2[CH:6]=[CH:7][C:2]([Cl:1])=[C:3]([CH2:9][CH2:10][CH2:11][N:12]([CH2:15][CH3:16])[CH2:13][CH3:14])[CH:4]=2)(=[O:29])=[O:30])=[CH:26][CH:27]=1, predict the reactants needed to synthesize it. The reactants are: [Cl:1][C:2]1[CH:7]=[CH:6][C:5]([NH2:8])=[CH:4][C:3]=1[CH2:9][CH2:10][CH2:11][N:12]([CH2:15][CH3:16])[CH2:13][CH3:14].[Cl:17][C:18]1[C:19]([C:35]#[N:36])=[C:20]([CH:32]=[CH:33][CH:34]=1)[O:21][C:22]1[CH:27]=[CH:26][C:25]([S:28](Cl)(=[O:30])=[O:29])=[CH:24][CH:23]=1.Cl. (2) The reactants are: [F-:1].[Cs+].S([O:8][CH3:9])(OC)(=O)=O.FC1(F)[C:16]([F:18])([F:17])[C:15]([F:20])([F:19])[C:14]([F:22])([F:21])[C:13]([F:24])([F:23])C1=O. Given the product [C:16]([O:8][CH3:9])([C:15]([C:14]([C:13]([F:23])([F:24])[F:1])([F:21])[F:22])([F:19])[F:20])([F:17])[F:18], predict the reactants needed to synthesize it. (3) Given the product [N+:29]([C:30]1[CH:39]=[C:38]2[C:34]([CH2:35][CH2:36][CH2:37]2)=[CH:33][C:31]=1[NH:32][C:10](=[O:11])[CH3:12])([O-:40])=[O:42], predict the reactants needed to synthesize it. The reactants are: OO.C(O[C:10]([C:12](F)(F)F)=[O:11])(C(F)(F)F)=O.N1(CCCCNC2N=[N+:29]([O-:40])[C:30]3[CH:39]=[C:38]4[C:34]([CH2:35][CH2:36][CH2:37]4)=[CH:33][C:31]=3[N:32]=2)CCOCC1.C(O)(C(F)(F)F)=[O:42].N. (4) Given the product [CH2:1]([O:3][C:4]([C:6]1[N:11]=[CH:10][C:9]2[C:23]3[CH:29]=[CH:28][CH:27]=[CH:26][C:24]=3[S:25][C:8]=2[C:7]=1[OH:30])=[O:5])[CH3:2], predict the reactants needed to synthesize it. The reactants are: [CH2:1]([O:3][C:4]([CH:6]1[N:11](CC2C=CC(OC)=CC=2OC)[CH2:10][CH:9]2[C:23]3[CH:29]=[CH:28][CH:27]=[CH:26][C:24]=3[S:25][CH:8]2[C:7]1=[O:30])=[O:5])[CH3:2].S(Cl)(Cl)=O.C(=O)(O)[O-].[Na+]. (5) The reactants are: CC1(C)C(C)(C)OB([C:9]2[C:22]3[C:23]4=[C:24]5[C:19](=[CH:20][CH:21]=3)[CH:18]=[CH:17][C:16]([C:25]3[C:34]6[C:29](=[CH:30][CH:31]=[CH:32][CH:33]=6)[CH:28]=[CH:27][CH:26]=3)=[C:15]5[CH:14]=[CH:13][C:12]4=[CH:11][CH:10]=2)O1.Br[C:37]1[CH:42]=[CH:41][C:40]([Br:43])=[CH:39][CH:38]=1.C([O-])([O-])=O.[Na+].[Na+].CCO. Given the product [Br:43][C:40]1[CH:41]=[CH:42][C:37]([C:9]2[C:22]3[C:23]4=[C:24]5[C:19](=[CH:20][CH:21]=3)[CH:18]=[CH:17][C:16]([C:25]3[C:34]6[C:29](=[CH:30][CH:31]=[CH:32][CH:33]=6)[CH:28]=[CH:27][CH:26]=3)=[C:15]5[CH:14]=[CH:13][C:12]4=[CH:11][CH:10]=2)=[CH:38][CH:39]=1, predict the reactants needed to synthesize it. (6) Given the product [O:29]1[CH2:30][CH2:31][CH:26]([NH:25][C:21]([C:19]2[CH:18]=[CH:17][N:16]3[CH:24]=[C:13]([C:3]4[C:4]([C:7]5[CH:12]=[CH:11][CH:10]=[CH:9][CH:8]=5)=[N:5][O:6][C:2]=4[CH3:1])[N:14]=[C:15]3[CH:20]=2)=[O:23])[CH2:27][CH2:28]1, predict the reactants needed to synthesize it. The reactants are: [CH3:1][C:2]1[O:6][N:5]=[C:4]([C:7]2[CH:12]=[CH:11][CH:10]=[CH:9][CH:8]=2)[C:3]=1[C:13]1[N:14]=[C:15]2[CH:20]=[C:19]([C:21]([OH:23])=O)[CH:18]=[CH:17][N:16]2[CH:24]=1.[NH2:25][CH:26]1[CH2:31][CH2:30][O:29][CH2:28][CH2:27]1. (7) Given the product [NH2:11][C:12]1[C:21]2[C:16](=[C:17]([C:2]3[CH:7]=[CH:6][N:5]4[CH:8]=[N:9][CH:10]=[C:4]4[CH:3]=3)[C:18]([CH3:22])=[CH:19][CH:20]=2)[N:15]=[N:14][C:13]=1[C:24]([NH2:26])=[O:25], predict the reactants needed to synthesize it. The reactants are: Br[C:2]1[CH:7]=[CH:6][N:5]2[CH:8]=[N:9][CH:10]=[C:4]2[CH:3]=1.[NH2:11][C:12]1[C:21]2[C:16](=[C:17](Br)[C:18]([CH3:22])=[CH:19][CH:20]=2)[N:15]=[N:14][C:13]=1[C:24]([NH2:26])=[O:25].